This data is from Forward reaction prediction with 1.9M reactions from USPTO patents (1976-2016). The task is: Predict the product of the given reaction. (1) Given the reactants [I:1][C:2]1[CH:7]=[CH:6][CH:5]=[CH:4][C:3]=1[CH2:8][C:9]([OH:11])=[O:10].S(=O)(=O)(O)O.[CH3:17]O, predict the reaction product. The product is: [I:1][C:2]1[CH:7]=[CH:6][CH:5]=[CH:4][C:3]=1[CH2:8][C:9]([O:11][CH3:17])=[O:10]. (2) Given the reactants [C:1]([O:5][C:6](=[O:25])[CH2:7][N:8]1[CH:12]=[CH:11][N:10]=[C:9]1/[CH:13]=[CH:14]/[C:15]([O:17]CC1C=CC=CC=1)=[O:16])([CH3:4])([CH3:3])[CH3:2], predict the reaction product. The product is: [C:1]([O:5][C:6](=[O:25])[CH2:7][N:8]1[CH:12]=[CH:11][N:10]=[C:9]1[CH2:13][CH2:14][C:15]([OH:17])=[O:16])([CH3:4])([CH3:2])[CH3:3]. (3) Given the reactants C[Si](Cl)(C)C.[C:6]1(=[O:13])[CH2:11][CH2:10][CH2:9][C:8](=[O:12])[CH2:7]1.[CH:14]([C:16]1[CH:23]=[CH:22][C:19]([C:20]#[N:21])=[CH:18][CH:17]=1)=O.[F:24][C:25]([F:37])([F:36])[C:26]1[CH:31]=[CH:30][N:29]=[C:28]([NH:32][C:33]([NH2:35])=[O:34])[CH:27]=1, predict the reaction product. The product is: [C:20]([C:19]1[CH:22]=[CH:23][C:16]([CH:14]([C:7]2[C:8](=[O:12])[CH2:9][CH2:10][CH2:11][C:6]=2[OH:13])[NH:35][C:33]([NH:32][C:28]2[CH:27]=[C:26]([C:25]([F:36])([F:24])[F:37])[CH:31]=[CH:30][N:29]=2)=[O:34])=[CH:17][CH:18]=1)#[N:21]. (4) Given the reactants C1(O[C:8](=[O:27])[NH:9][C:10]2[CH:15]=[C:14]([C:16]([CH3:19])([CH3:18])[CH3:17])[CH:13]=[C:12]([NH:20][S:21]([CH3:24])(=[O:23])=[O:22])[C:11]=2[O:25][CH3:26])C=CC=CC=1.[CH3:28][O:29][CH2:30][CH2:31][O:32][CH2:33][CH2:34][O:35][CH2:36][CH2:37][O:38][CH2:39][CH2:40][O:41][CH2:42][CH2:43][O:44][CH2:45][CH2:46][O:47][CH2:48][CH2:49][O:50][C:51]1[CH:52]=[C:53]([NH:59][C:60]2[N:65]=[C:64]([O:66][C:67]3[C:76]4[C:71](=[CH:72][CH:73]=[CH:74][CH:75]=4)[C:70]([NH2:77])=[CH:69][CH:68]=3)[CH:63]=[CH:62][N:61]=2)[CH:54]=[C:55]([O:57][CH3:58])[CH:56]=1.C(N(CC)CC)C, predict the reaction product. The product is: [CH3:28][O:29][CH2:30][CH2:31][O:32][CH2:33][CH2:34][O:35][CH2:36][CH2:37][O:38][CH2:39][CH2:40][O:41][CH2:42][CH2:43][O:44][CH2:45][CH2:46][O:47][CH2:48][CH2:49][O:50][C:51]1[CH:52]=[C:53]([NH:59][C:60]2[N:65]=[C:64]([O:66][C:67]3[C:76]4[C:71](=[CH:72][CH:73]=[CH:74][CH:75]=4)[C:70]([NH:77][C:8](=[O:27])[NH:9][C:10]4[C:11]([O:25][CH3:26])=[C:12]([NH:20][S:21]([CH3:24])(=[O:23])=[O:22])[CH:13]=[C:14]([C:16]([CH3:18])([CH3:19])[CH3:17])[CH:15]=4)=[CH:69][CH:68]=3)[CH:63]=[CH:62][N:61]=2)[CH:54]=[C:55]([O:57][CH3:58])[CH:56]=1. (5) Given the reactants C([O:8][CH2:9][C:10]1([O:23][CH3:24])[CH2:15][CH2:14][N:13]([C:16]([O:18][C:19]([CH3:22])([CH3:21])[CH3:20])=[O:17])[CH2:12][CH2:11]1)C1C=CC=CC=1.[H][H], predict the reaction product. The product is: [OH:8][CH2:9][C:10]1([O:23][CH3:24])[CH2:11][CH2:12][N:13]([C:16]([O:18][C:19]([CH3:20])([CH3:21])[CH3:22])=[O:17])[CH2:14][CH2:15]1. (6) Given the reactants [Br:1][C:2]1[CH:10]=[C:9]2[C:5]([CH:6]=[CH:7][NH:8]2)=[CH:4][CH:3]=1.[C:11](Cl)(=[O:15])[C:12](Cl)=[O:13].C([O-])(O)=[O:18].[Na+], predict the reaction product. The product is: [Br:1][C:2]1[CH:10]=[C:9]2[C:5]([C:6]([C:11](=[O:15])[C:12]([OH:18])=[O:13])=[CH:7][NH:8]2)=[CH:4][CH:3]=1. (7) Given the reactants N1(CC2N3C=C(C)C=CC3=NC=2C2C=CC(C)=CC=2)C=CN=C1.Cl.Cl[CH2:26][C:27]1[N:31]2[CH:32]=[CH:33][CH:34]=[CH:35][C:30]2=[N:29][C:28]=1[C:36]1[CH:41]=[CH:40][C:39]([Cl:42])=[CH:38][CH:37]=1.[CH3:43][C:44]1[CH:48]=[C:47]([C:49]([O:51][CH2:52][CH3:53])=[O:50])[NH:46][N:45]=1, predict the reaction product. The product is: [Cl:42][C:39]1[CH:40]=[CH:41][C:36]([C:28]2[N:29]=[C:30]3[CH:35]=[CH:34][CH:33]=[CH:32][N:31]3[C:27]=2[CH2:26][N:45]2[C:44]([CH3:43])=[CH:48][C:47]([C:49]([O:51][CH2:52][CH3:53])=[O:50])=[N:46]2)=[CH:37][CH:38]=1. (8) Given the reactants [Cu]([C:4]#[N:5])C#N.Br[C:7]1[C:11]([Br:12])=[C:10]([CH3:13])[NH:9][C:8]=1[C:14]([O:16][CH2:17][CH3:18])=[O:15], predict the reaction product. The product is: [Br:12][C:11]1[C:7]([C:4]#[N:5])=[C:8]([C:14]([O:16][CH2:17][CH3:18])=[O:15])[NH:9][C:10]=1[CH3:13]. (9) Given the reactants C(=O)([O-])[O-].[K+].[K+].Cl[CH2:8][CH2:9][CH2:10][C:11]1[CH:12]=[C:13]2[C:18](=[C:19]([CH2:21][CH3:22])[CH:20]=1)[NH:17][C:16](=[O:23])[CH2:15][C:14]2([CH3:25])[CH3:24].[N:26]1([C:32]2[C:36]3[CH:37]=[CH:38][CH:39]=[CH:40][C:35]=3[O:34][N:33]=2)[CH2:31][CH2:30][NH:29][CH2:28][CH2:27]1, predict the reaction product. The product is: [O:34]1[C:35]2[CH:40]=[CH:39][CH:38]=[CH:37][C:36]=2[C:32]([N:26]2[CH2:27][CH2:28][N:29]([CH2:8][CH2:9][CH2:10][C:11]3[CH:12]=[C:13]4[C:18](=[C:19]([CH2:21][CH3:22])[CH:20]=3)[NH:17][C:16](=[O:23])[CH2:15][C:14]4([CH3:25])[CH3:24])[CH2:30][CH2:31]2)=[N:33]1.